This data is from Catalyst prediction with 721,799 reactions and 888 catalyst types from USPTO. The task is: Predict which catalyst facilitates the given reaction. (1) Reactant: F[C:2]1C=C(F)C=C[C:3]=1[O:4][C:5]1[N:10]2[N:11]=[C:12]([CH3:14])[CH:13]=[C:9]2[N:8]=[C:7]([CH3:15])[C:6]=1[C:16]1[C:17]2[CH:26]=[CH:25][N:24](S(C3C=CC(C)=CC=3)(=O)=O)[C:18]=2[C:19](=[O:23])[N:20]([CH3:22])[CH:21]=1.[OH-].[Na+].O. Product: [CH2:3]([O:4][C:5]1[N:10]2[N:11]=[C:12]([CH3:14])[CH:13]=[C:9]2[N:8]=[C:7]([CH3:15])[C:6]=1[C:16]1[C:17]2[CH:26]=[CH:25][NH:24][C:18]=2[C:19](=[O:23])[N:20]([CH3:22])[CH:21]=1)[CH3:2]. The catalyst class is: 8. (2) Reactant: [C:1]([C:5]1[CH:10]=[CH:9][C:8]([S:11](O)(=[O:13])=[O:12])=[C:7]([O:15][CH3:16])[CH:6]=1)([CH3:4])([CH3:3])[CH3:2].P(Cl)(Cl)(Cl)(Cl)[Cl:18]. Product: [C:1]([C:5]1[CH:10]=[CH:9][C:8]([S:11]([Cl:18])(=[O:13])=[O:12])=[C:7]([O:15][CH3:16])[CH:6]=1)([CH3:4])([CH3:3])[CH3:2]. The catalyst class is: 68.